From a dataset of Full USPTO retrosynthesis dataset with 1.9M reactions from patents (1976-2016). Predict the reactants needed to synthesize the given product. (1) Given the product [Cl:13][CH2:14][C:15]1[NH:16][C:4](=[O:6])[C:3]2[C:2](=[CH:12][CH:11]=[CH:10][CH:9]=2)[N:1]=1, predict the reactants needed to synthesize it. The reactants are: [NH2:1][C:2]1[CH:12]=[CH:11][CH:10]=[CH:9][C:3]=1[C:4]([O:6]CC)=O.[Cl:13][CH2:14][C:15]#[N:16].Cl.[OH-].[NH4+]. (2) Given the product [CH3:1][O:2][C:3]1[CH:20]=[CH:19][C:6]2[CH2:7][CH:8]([CH3:18])[NH:9][N:10]=[C:11]([C:12]3[CH:13]=[N:14][CH:15]=[CH:16][CH:17]=3)[C:5]=2[CH:4]=1, predict the reactants needed to synthesize it. The reactants are: [CH3:1][O:2][C:3]1[CH:20]=[CH:19][C:6]2[CH2:7][C:8]([CH3:18])=[N:9][N:10]=[C:11]([C:12]3[CH:13]=[N:14][CH:15]=[CH:16][CH:17]=3)[C:5]=2[CH:4]=1.C([BH3-])#N.[Na+]. (3) Given the product [Cl:1][C:2]1[CH:3]=[C:4]2[C:8](=[CH:9][CH:10]=1)[NH:7][CH:6]=[C:5]2[CH2:11][CH2:12][NH:13][C:14]([C:15]1[C:16]([C:25]2[CH:26]=[CH:27][CH:28]=[C:23]([CH3:32])[CH:24]=2)=[CH:17][CH:18]=[CH:19][CH:20]=1)=[O:22], predict the reactants needed to synthesize it. The reactants are: [Cl:1][C:2]1[CH:3]=[C:4]2[C:8](=[CH:9][CH:10]=1)[NH:7][CH:6]=[C:5]2[CH2:11][CH2:12][NH:13][C:14](=[O:22])[C:15]1[CH:20]=[CH:19][CH:18]=[CH:17][C:16]=1I.[C:23]1([CH3:32])[CH:28]=[CH:27][CH:26]=[C:25](B(O)O)[CH:24]=1.C(=O)([O-])[O-].[Na+].[Na+]. (4) The reactants are: [CH3:1][O:2][C:3]1[C:12]([CH3:13])=[C:11]2[C:6]([C:7]([OH:20])=[N:8][C:9]([C:14]3[CH:19]=[CH:18][CH:17]=[CH:16][CH:15]=3)=[N:10]2)=[CH:5][CH:4]=1.C([O:23][C:24]([C:26]12[CH2:43][CH:42]1[CH:41]=[CH:40][CH2:39][CH2:38][CH2:37][CH2:36][N:35]([CH3:44])[C:34](=[O:45])[N:33]1[CH:29]([CH2:30][CH:31](O)[CH2:32]1)[C:28](=[O:47])[NH:27]2)=[O:25])C. Given the product [CH3:1][O:2][C:3]1[C:12]([CH3:13])=[C:11]2[C:6]([C:7]([O:20][CH:31]3[CH2:30][CH:29]4[N:33]([C:34](=[O:45])[N:35]([CH3:44])[CH2:36][CH2:37][CH2:38][CH2:39][CH:40]=[CH:41][CH:42]5[C:26]([C:24]([OH:25])=[O:23])([NH:27][C:28]4=[O:47])[CH2:43]5)[CH2:32]3)=[N:8][C:9]([C:14]3[CH:15]=[CH:16][CH:17]=[CH:18][CH:19]=3)=[N:10]2)=[CH:5][CH:4]=1, predict the reactants needed to synthesize it.